From a dataset of Reaction yield outcomes from USPTO patents with 853,638 reactions. Predict the reaction yield, written as a fraction of the theoretical maximum amount of product (1.0 means a 100% yield; for example, 0.34 means a 34% yield). (1) The reactants are [CH3:1][O:2][C:3]([C:5]1([C:8]2[CH:13]=[CH:12][C:11]([OH:14])=[C:10]([NH2:15])[CH:9]=2)[CH2:7][CH2:6]1)=[O:4].Cl[C:17](Cl)([O:19]C(=O)OC(Cl)(Cl)Cl)Cl.O. The catalyst is C1COCC1. The product is [CH3:1][O:2][C:3]([C:5]1([C:8]2[CH:13]=[CH:12][C:11]3[O:14][C:17](=[O:19])[NH:15][C:10]=3[CH:9]=2)[CH2:7][CH2:6]1)=[O:4]. The yield is 0.910. (2) The reactants are [CH3:1][O:2][C:3]1[CH:4]=[C:5]2[C:10](=[CH:11][C:12]=1[O:13][CH3:14])[N:9]=[CH:8][N:7]=[C:6]2[O:15][C:16]1[CH:22]=[CH:21][C:19]([NH2:20])=[C:18]([N+:23]([O-:25])=[O:24])[CH:17]=1.ClC(Cl)(O[C:30](=[O:36])OC(Cl)(Cl)Cl)Cl.[CH3:38][C:39]1[CH:51]=[CH:50][CH:49]=[CH:48][C:40]=1[CH2:41][N:42]1[CH2:46][CH2:45][CH:44]([NH2:47])[CH2:43]1.C(=O)([O-])O.[Na+]. The catalyst is C(N(CC)CC)C.C(Cl)(Cl)Cl. The product is [CH3:1][O:2][C:3]1[CH:4]=[C:5]2[C:10](=[CH:11][C:12]=1[O:13][CH3:14])[N:9]=[CH:8][N:7]=[C:6]2[O:15][C:16]1[CH:22]=[CH:21][C:19]([NH:20][C:30]([NH:47][CH:44]2[CH2:45][CH2:46][N:42]([CH2:41][C:40]3[CH:48]=[CH:49][CH:50]=[CH:51][C:39]=3[CH3:38])[CH2:43]2)=[O:36])=[C:18]([N+:23]([O-:25])=[O:24])[CH:17]=1. The yield is 0.230. (3) The reactants are [CH3:1][C:2]1[N:3]([CH2:7][O:8][CH2:9][CH2:10][Si:11]([CH3:14])([CH3:13])[CH3:12])[CH:4]=[CH:5][N:6]=1.C([Li])CCC.[O:20]=[C:21]1[CH2:24][N:23](C(OC(C)(C)C)=O)[CH2:22]1. The catalyst is O1CCCC1. The product is [CH3:14][Si:11]([CH3:13])([CH3:12])[CH2:10][CH2:9][O:8][CH2:7][N:3]1[CH:4]=[CH:5][N:6]=[C:2]1[CH2:1][C:21]1([OH:20])[CH2:24][NH:23][CH2:22]1. The yield is 0.410. (4) The reactants are C([N:8]1[C:13]2[CH:14]=[CH:15][CH:16]=[CH:17][C:12]=2[C:11](=[O:18])[CH2:10][S:9]1(=[O:20])=[O:19])C1C=CC=CC=1.[C:21]([O:25][C:26]([N:28]1[CH2:33][CH2:32][C:31](=O)[CH2:30][CH2:29]1)=[O:27])([CH3:24])([CH3:23])[CH3:22].N1CCCCC1.[H][H]. The catalyst is N1C=CC=CC=1. The product is [C:21]([O:25][C:26]([N:28]1[CH2:33][CH2:32][CH:31]([CH:10]2[C:11](=[O:18])[C:12]3[CH:17]=[CH:16][CH:15]=[CH:14][C:13]=3[NH:8][S:9]2(=[O:19])=[O:20])[CH2:30][CH2:29]1)=[O:27])([CH3:24])([CH3:22])[CH3:23]. The yield is 0.240. (5) The reactants are [BrH:1].C(O)(=O)C.[Cl:6][C:7]1[CH:12]=[CH:11][CH:10]=[CH:9][C:8]=1[C:13](=O)[CH2:14][S:15][C:16]#[N:17].O. The catalyst is C(O)(=O)C. The product is [Br:1][C:16]1[S:15][CH:14]=[C:13]([C:8]2[CH:9]=[CH:10][CH:11]=[CH:12][C:7]=2[Cl:6])[N:17]=1. The yield is 0.671.